Dataset: Forward reaction prediction with 1.9M reactions from USPTO patents (1976-2016). Task: Predict the product of the given reaction. (1) Given the reactants [F:1][C:2]1[CH:7]=[CH:6][C:5]([O:8][C:9]([F:12])([F:11])[F:10])=[CH:4][C:3]=1[CH:13]([OH:17])[C:14]([OH:16])=O.[NH2:18][C:19]1[CH:24]=[CH:23][CH:22]=[CH:21][C:20]=1O, predict the reaction product. The product is: [O:16]1[C:20]2[CH:21]=[CH:22][CH:23]=[CH:24][C:19]=2[N:18]=[C:14]1[CH:13]([C:3]1[CH:4]=[C:5]([O:8][C:9]([F:10])([F:11])[F:12])[CH:6]=[CH:7][C:2]=1[F:1])[OH:17]. (2) Given the reactants [C:1]([O:9][C@@H:10]([CH2:33][C:34]([Br:36])=[CH2:35])[CH2:11][CH2:12][C@@:13]12[O:32][C@@H:16]3[C@H:17]4[C@@H:22]([O:23][C@@H:15]3[CH2:14]1)[C@@H:21]([O:24]2)[C@H:20]1[O:25][C@@H:26]([CH2:29][CH2:30][OH:31])[CH2:27][CH2:28][C@@H:19]1[O:18]4)(=[O:8])[C:2]1[CH:7]=[CH:6][CH:5]=[CH:4][CH:3]=1.C(=O)(O)[O-].[Na+].CC(OI1(OC(C)=O)(OC(C)=O)OC(=O)C2C=CC=CC1=2)=O, predict the reaction product. The product is: [C:1]([O:9][C@@H:10]([CH2:33][C:34]([Br:36])=[CH2:35])[CH2:11][CH2:12][C@@:13]12[O:32][C@@H:16]3[C@H:17]4[C@@H:22]([O:23][C@@H:15]3[CH2:14]1)[C@@H:21]([O:24]2)[C@H:20]1[O:25][C@@H:26]([CH2:29][CH:30]=[O:31])[CH2:27][CH2:28][C@@H:19]1[O:18]4)(=[O:8])[C:2]1[CH:3]=[CH:4][CH:5]=[CH:6][CH:7]=1. (3) Given the reactants [O:1]1C=CC=[C:2]1[C:6]1[CH:11]=[CH:10][C:9]([C:12]([CH3:17])([CH3:16])[C:13]([NH2:15])=[O:14])=[CH:8][CH:7]=1.CC#N.C(Cl)(Cl)(Cl)Cl.[OH2:26], predict the reaction product. The product is: [C:2]([C:6]1[CH:11]=[CH:10][C:9]([C:12]([CH3:17])([CH3:16])[C:13]([NH2:15])=[O:14])=[CH:8][CH:7]=1)([OH:1])=[O:26]. (4) Given the reactants [Br:1][C:2]1[CH:3]=[C:4]([NH2:14])[C:5]([NH2:13])=[C:6]2[C:11]=1[CH2:10][N:9]([CH3:12])[CH2:8][CH2:7]2.[C:15](O)(=[O:19])[C:16](O)=[O:17], predict the reaction product. The product is: [Br:1][C:2]1[C:11]2[CH2:10][N:9]([CH3:12])[CH2:8][CH2:7][C:6]=2[C:5]2[NH:13][C:15](=[O:19])[C:16](=[O:17])[NH:14][C:4]=2[CH:3]=1. (5) The product is: [CH3:30][NH:31][C:5]1[O:6][C:7]([C:10]2[CH:11]=[CH:12][C:13]3[O:17][CH:16]=[C:15]([C:18]4[CH:23]=[CH:22][CH:21]=[C:20]([O:24][C:25]([F:28])([F:27])[F:26])[CH:19]=4)[C:14]=3[CH:29]=2)=[N:8][N:9]=1. Given the reactants CS([C:5]1[O:6][C:7]([C:10]2[CH:11]=[CH:12][C:13]3[O:17][CH:16]=[C:15]([C:18]4[CH:23]=[CH:22][CH:21]=[C:20]([O:24][C:25]([F:28])([F:27])[F:26])[CH:19]=4)[C:14]=3[CH:29]=2)=[N:8][N:9]=1)(=O)=O.[CH3:30][NH2:31].O1CCCC1, predict the reaction product. (6) Given the reactants [N:1]([CH2:4][C@@H:5]1[O:14][C@@:8]2([C:15]([O:17][CH3:18])=[O:16])[O:9][C:10]([CH3:13])([CH3:12])[O:11][CH:7]2[C@@H:6]1[OH:19])=[N+]=[N-], predict the reaction product. The product is: [NH2:1][CH2:4][C@@H:5]1[O:14][C@@:8]2([C:15]([O:17][CH3:18])=[O:16])[O:9][C:10]([CH3:12])([CH3:13])[O:11][CH:7]2[C@@H:6]1[OH:19]. (7) Given the reactants CCOCC.Cl[C:7]1[N:12]=[C:11]([Cl:13])[C:10]([C:14]([F:17])([F:16])[F:15])=[CH:9][N:8]=1.[CH3:18][N:19]1[CH:23]=[C:22]([NH2:24])[CH:21]=[N:20]1.CCN(C(C)C)C(C)C, predict the reaction product. The product is: [Cl:13][C:11]1[C:10]([C:14]([F:17])([F:16])[F:15])=[CH:9][N:8]=[C:7]([NH:24][C:22]2[CH:21]=[N:20][N:19]([CH3:18])[CH:23]=2)[N:12]=1.